The task is: Predict the reactants needed to synthesize the given product.. This data is from Full USPTO retrosynthesis dataset with 1.9M reactions from patents (1976-2016). (1) Given the product [C:1]([O:5][C:6]([NH:8][C:9]1([CH2:17][CH2:18][C:19]2[CH:20]=[CH:21][C:22]([CH2:25][CH2:26][CH2:27][CH2:28][CH2:29][OH:30])=[CH:23][CH:24]=2)[CH2:10][O:11][C:12]([CH3:16])([CH3:15])[O:13][CH2:14]1)=[O:7])([CH3:4])([CH3:3])[CH3:2], predict the reactants needed to synthesize it. The reactants are: [C:1]([O:5][C:6]([NH:8][C:9]1(/[CH:17]=[CH:18]/[C:19]2[CH:24]=[CH:23][C:22]([C:25]#[C:26][CH2:27][CH2:28][CH2:29][O:30]CC3C=CC=CC=3)=[CH:21][CH:20]=2)[CH2:14][O:13][C:12]([CH3:16])([CH3:15])[O:11][CH2:10]1)=[O:7])([CH3:4])([CH3:3])[CH3:2].COC(OC)(C)C. (2) Given the product [C:1]([O:5][C:6]([NH:8][C@@H:9]([C@H:14]([C:18]1[CH:19]=[CH:20][C:21]([C:24]2[CH:29]=[CH:28][C:27]([F:30])=[CH:26][CH:25]=2)=[CH:22][CH:23]=1)/[CH:15]=[CH:16]/[CH3:17])[C:10]([OH:12])=[O:11])=[O:7])([CH3:2])([CH3:3])[CH3:4], predict the reactants needed to synthesize it. The reactants are: [C:1]([O:5][C:6]([NH:8][C@@H:9]([C@H:14]([C:18]1[CH:23]=[CH:22][C:21]([C:24]2[CH:29]=[CH:28][C:27]([F:30])=[CH:26][CH:25]=2)=[CH:20][CH:19]=1)/[CH:15]=[CH:16]/[CH3:17])[C:10]([O:12]C)=[O:11])=[O:7])([CH3:4])([CH3:3])[CH3:2].[OH-].[Li+]. (3) Given the product [ClH:30].[NH2:15][CH:14]1[CH2:13][C:12]2[CH:11]=[C:10]([O:23][C:24]3[CH:29]=[CH:28][CH:27]=[CH:26][CH:25]=3)[CH:9]=[N:8][C:7]=2[N:6]2[C:2](=[O:1])[NH:3][N:4]=[C:5]12, predict the reactants needed to synthesize it. The reactants are: [O:1]=[C:2]1[N:6]2[C:7]3[N:8]=[CH:9][C:10]([O:23][C:24]4[CH:29]=[CH:28][CH:27]=[CH:26][CH:25]=4)=[CH:11][C:12]=3[CH2:13][CH:14]([NH:15]C(=O)OC(C)(C)C)[C:5]2=[N:4][NH:3]1.[ClH:30]. (4) The reactants are: Cl.[C:2]1([C@@H:8]2[CH2:10][C@H:9]2[NH2:11])[CH:7]=[CH:6][CH:5]=[CH:4][CH:3]=1.C([O:16][C:17]([C:19]1[CH:24]=[CH:23][CH:22]=[CH:21][C:20]=1[C:25]1[CH:30]=[CH:29][C:28]([CH2:31][N:32]2[C:40]3[C:35](=[CH:36][C:37]([C:41](O)=[O:42])=[CH:38][CH:39]=3)[C:34]([CH3:44])=[C:33]2[CH3:45])=[CH:27][CH:26]=1)=[O:18])(C)(C)C. Given the product [CH3:45][C:33]1[N:32]([CH2:31][C:28]2[CH:29]=[CH:30][C:25]([C:20]3[C:19]([C:17]([OH:18])=[O:16])=[CH:24][CH:23]=[CH:22][CH:21]=3)=[CH:26][CH:27]=2)[C:40]2[C:35]([C:34]=1[CH3:44])=[CH:36][C:37]([C:41](=[O:42])[NH:11][C@@H:9]1[CH2:10][C@H:8]1[C:2]1[CH:7]=[CH:6][CH:5]=[CH:4][CH:3]=1)=[CH:38][CH:39]=2, predict the reactants needed to synthesize it. (5) Given the product [CH3:1][S:2][C:3]1[S:7][C:6]2=[N:8][C:9]([C:11]3[O:12][C:13]4[CH:19]=[CH:18][CH:17]=[C:16]([O:20][CH2:23][C:24]5[CH:25]=[N:26][CH:27]=[CH:28][CH:29]=5)[C:14]=4[CH:15]=3)=[CH:10][N:5]2[N:4]=1, predict the reactants needed to synthesize it. The reactants are: [CH3:1][S:2][C:3]1[S:7][C:6]2=[N:8][C:9]([C:11]3[O:12][C:13]4[C:14](=[C:16]([OH:20])[CH:17]=[CH:18][CH:19]=4)[CH:15]=3)=[CH:10][N:5]2[N:4]=1.Cl.Cl[CH2:23][C:24]1[CH:25]=[N:26][CH:27]=[CH:28][CH:29]=1.[H-].[Na+]. (6) Given the product [O:16]=[C:15]([CH:17]1[C:22]([CH3:23])([CH3:24])[CH2:21][CH:20]=[CH:19][CH:18]1[CH3:25])[CH2:14][CH:13]([S:26][CH2:27][CH2:28][C:29]([O:31][CH3:32])=[O:30])[CH3:12], predict the reactants needed to synthesize it. The reactants are: C1CCN2C(=NCCC2)CC1.[CH3:12]/[CH:13]=[CH:14]/[C:15]([CH:17]1[C:22]([CH3:24])([CH3:23])[CH2:21][CH:20]=[CH:19][CH:18]1[CH3:25])=[O:16].[SH:26][CH2:27][CH2:28][C:29]([O:31][CH3:32])=[O:30].